This data is from CYP1A2 inhibition data for predicting drug metabolism from PubChem BioAssay. The task is: Regression/Classification. Given a drug SMILES string, predict its absorption, distribution, metabolism, or excretion properties. Task type varies by dataset: regression for continuous measurements (e.g., permeability, clearance, half-life) or binary classification for categorical outcomes (e.g., BBB penetration, CYP inhibition). Dataset: cyp1a2_veith. The molecule is N[C@@H](Cn1ccc(=O)n(Cc2ccc(C(=O)O)cc2)c1=O)C(=O)O. The result is 0 (non-inhibitor).